Dataset: Forward reaction prediction with 1.9M reactions from USPTO patents (1976-2016). Task: Predict the product of the given reaction. (1) The product is: [F:40][C:37]([F:39])([F:38])[C:35]1[CH:34]=[C:5]([CH:4]=[C:3]([C:2]([F:42])([F:1])[F:41])[CH:36]=1)[CH2:6][N:7]1[C:11]([C:12]2[CH:13]=[CH:14][CH:15]=[CH:16][CH:17]=2)=[C:10]([C:18]([C:20]2[C:21]([CH:32]=[N:51][OH:43])=[N:22][O:23][C:24]=2[C:25]2[CH:30]=[CH:29][CH:28]=[CH:27][C:26]=2[Cl:31])=[O:19])[N:9]=[N:8]1. Given the reactants [F:1][C:2]([F:42])([F:41])[C:3]1[CH:4]=[C:5]([CH:34]=[C:35]([C:37]([F:40])([F:39])[F:38])[CH:36]=1)[CH2:6][N:7]1[C:11]([C:12]2[CH:17]=[CH:16][CH:15]=[CH:14][CH:13]=2)=[C:10]([C:18]([C:20]2[C:21]([CH:32]=O)=[N:22][O:23][C:24]=2[C:25]2[CH:30]=[CH:29][CH:28]=[CH:27][C:26]=2[Cl:31])=[O:19])[N:9]=[N:8]1.[OH2:43].O.O.C([O-])(=O)C.[Na+].[NH2:51]O.Cl, predict the reaction product. (2) Given the reactants [F:1][C:2]1[CH:3]=[C:4]([CH2:9][CH2:10][OH:11])[CH:5]=[C:6]([F:8])[CH:7]=1.N1C=CN=C1.[CH:17]([Si:20](Cl)([CH:24]([CH3:26])[CH3:25])[CH:21]([CH3:23])[CH3:22])([CH3:19])[CH3:18], predict the reaction product. The product is: [F:1][C:2]1[CH:3]=[C:4]([CH2:9][CH2:10][O:11][Si:20]([CH:24]([CH3:26])[CH3:25])([CH:21]([CH3:23])[CH3:22])[CH:17]([CH3:19])[CH3:18])[CH:5]=[C:6]([F:8])[CH:7]=1. (3) The product is: [Br:1][C:2]1[CH:3]=[C:4]([CH3:9])[C:5](=[O:8])[N:6]([CH3:10])[CH:7]=1. Given the reactants [Br:1][C:2]1[CH:3]=[C:4]([CH3:9])[C:5]([OH:8])=[N:6][CH:7]=1.[C:10](=O)([O-])[O-].[K+].[K+].IC, predict the reaction product. (4) The product is: [CH3:1][N:2]1[C:6]2([CH2:18][C:9]3=[N:10][CH:11]=[C:12]([C:14]([OH:16])=[O:15])[CH:13]=[C:8]3[CH2:7]2)[C:5](=[O:19])[NH:4][C:3]1=[O:20]. Given the reactants [CH3:1][N:2]1[C:6]2([CH2:18][C:9]3=[N:10][CH:11]=[C:12]([C:14]([O:16]C)=[O:15])[CH:13]=[C:8]3[CH2:7]2)[C:5](=[O:19])[NH:4][C:3]1=[O:20].[OH-].[Li+].Cl, predict the reaction product. (5) Given the reactants [Br-].[CH2:2]([N+:18]1[CH:22]=[CH:21][N:20]([CH2:23][C:24]2[CH:29]=[CH:28][C:27]([C:30]3[O:31][C:32]([C:35]4[CH:40]=[CH:39][CH:38]=[CH:37][CH:36]=4)=[CH:33][N:34]=3)=[CH:26][CH:25]=2)[CH:19]=1)[CH2:3][CH2:4][CH2:5][CH2:6][CH2:7][CH2:8][CH2:9][CH2:10][CH2:11][CH2:12][CH2:13][CH2:14][CH2:15][CH2:16][CH3:17].[F:41][P-:42]([F:47])([F:46])([F:45])([F:44])[F:43].[K+], predict the reaction product. The product is: [F:41][P-:42]([F:47])([F:46])([F:45])([F:44])[F:43].[CH2:2]([N+:18]1[CH:22]=[CH:21][N:20]([CH2:23][C:24]2[CH:29]=[CH:28][C:27]([C:30]3[O:31][C:32]([C:35]4[CH:40]=[CH:39][CH:38]=[CH:37][CH:36]=4)=[CH:33][N:34]=3)=[CH:26][CH:25]=2)[CH:19]=1)[CH2:3][CH2:4][CH2:5][CH2:6][CH2:7][CH2:8][CH2:9][CH2:10][CH2:11][CH2:12][CH2:13][CH2:14][CH2:15][CH2:16][CH3:17]. (6) Given the reactants OO.O.[OH-].[Li+].C(OC(N([C@@H](C1C=CC=C(OC)C=1)C)[C:12](=[O:23])[CH:13]([CH2:20][CH:21]=[CH2:22])[CH2:14][CH2:15][CH2:16][CH2:17][CH2:18][CH3:19])=O)C.S([O-])([O-])=[O:35].[Na+].[Na+], predict the reaction product. The product is: [CH2:20]([CH:13]([CH2:14][CH2:15][CH2:16][CH2:17][CH2:18][CH3:19])[C:12]([OH:23])=[O:35])[CH:21]=[CH2:22].